Dataset: NCI-60 drug combinations with 297,098 pairs across 59 cell lines. Task: Regression. Given two drug SMILES strings and cell line genomic features, predict the synergy score measuring deviation from expected non-interaction effect. (1) Drug 1: CC(C1=C(C=CC(=C1Cl)F)Cl)OC2=C(N=CC(=C2)C3=CN(N=C3)C4CCNCC4)N. Drug 2: C1=CN(C(=O)N=C1N)C2C(C(C(O2)CO)O)O.Cl. Cell line: MDA-MB-435. Synergy scores: CSS=23.3, Synergy_ZIP=-4.01, Synergy_Bliss=4.68, Synergy_Loewe=1.52, Synergy_HSA=2.34. (2) Cell line: DU-145. Synergy scores: CSS=25.8, Synergy_ZIP=-3.61, Synergy_Bliss=-2.02, Synergy_Loewe=-3.56, Synergy_HSA=-3.94. Drug 2: C(CC(=O)O)C(=O)CN.Cl. Drug 1: CC1=C(C=C(C=C1)C(=O)NC2=CC(=CC(=C2)C(F)(F)F)N3C=C(N=C3)C)NC4=NC=CC(=N4)C5=CN=CC=C5.